Dataset: Catalyst prediction with 721,799 reactions and 888 catalyst types from USPTO. Task: Predict which catalyst facilitates the given reaction. (1) Reactant: [Cl:1][C:2]1[N:7]=[CH:6][C:5]([C:8]2[CH:17]=[CH:16][C:11]3[N:12]=[C:13]([NH2:15])[S:14][C:10]=3[CH:9]=2)=[CH:4][C:3]=1[N:18]([CH3:20])[CH3:19].C1N=CN([C:26]([N:28]2[CH:32]=[N:31][CH:30]=[CH:29]2)=[O:27])C=1.[O:33]1[CH2:38]CN(CCN)[CH2:35][CH2:34]1. Product: [Cl:1][C:2]1[N:7]=[CH:6][C:5]([C:8]2[CH:17]=[CH:16][C:11]3[N:12]=[C:13]([NH:15][C:26]([NH:28][CH2:29][CH2:30][N:31]4[CH2:32][CH2:38][O:33][CH2:34][CH2:35]4)=[O:27])[S:14][C:10]=3[CH:9]=2)=[CH:4][C:3]=1[N:18]([CH3:20])[CH3:19]. The catalyst class is: 85. (2) Reactant: [Cl:1][C:2]1[CH:7]=[CH:6][C:5]([C:8]([N:17]2[C:25]3[C:20](=[C:21]([N:26]([CH2:31][O:32][CH2:33][CH2:34][Si:35]([CH3:38])([CH3:37])[CH3:36])[S:27]([CH3:30])(=[O:29])=[O:28])[CH:22]=[CH:23][CH:24]=3)[CH:19]=[CH:18]2)([CH2:15][CH3:16])[C:9]#[C:10][C:11]([O:13]C)=[O:12])=[CH:4][CH:3]=1.O.[Li+].[OH-]. Product: [Cl:1][C:2]1[CH:7]=[CH:6][C:5]([C:8]([N:17]2[C:25]3[C:20](=[C:21]([N:26]([CH2:31][O:32][CH2:33][CH2:34][Si:35]([CH3:38])([CH3:36])[CH3:37])[S:27]([CH3:30])(=[O:29])=[O:28])[CH:22]=[CH:23][CH:24]=3)[CH:19]=[CH:18]2)([CH2:15][CH3:16])[C:9]#[C:10][C:11]([OH:13])=[O:12])=[CH:4][CH:3]=1. The catalyst class is: 5. (3) Reactant: [OH-].[K+].[CH3:3][O:4][C:5](=[O:27])[CH:6]([NH:15][C:16]([CH3:26])=[CH:17][C:18](=[O:25])[C:19]1[CH:24]=[CH:23][CH:22]=[CH:21][CH:20]=1)[CH2:7][C:8]1[CH:13]=[CH:12][C:11]([OH:14])=[CH:10][CH:9]=1.[Br:28][CH2:29][CH2:30]Br. Product: [CH3:3][O:4][C:5](=[O:27])[CH:6]([NH:15][C:16]([CH3:26])=[CH:17][C:18](=[O:25])[C:19]1[CH:24]=[CH:23][CH:22]=[CH:21][CH:20]=1)[CH2:7][C:8]1[CH:9]=[CH:10][C:11]([O:14][CH2:30][CH2:29][Br:28])=[CH:12][CH:13]=1. The catalyst class is: 8.